Task: Predict the reactants needed to synthesize the given product.. Dataset: Full USPTO retrosynthesis dataset with 1.9M reactions from patents (1976-2016) Given the product [CH2:1]([NH:7][CH2:16][C:17]([O:19][CH2:20][CH3:21])=[O:18])[C:2]1[O:6][CH:5]=[CH:4][CH:3]=1, predict the reactants needed to synthesize it. The reactants are: [CH2:1]([NH2:7])[C:2]1[O:6][CH:5]=[CH:4][CH:3]=1.C(N(CC)CC)C.Cl[CH2:16][C:17]([O:19][CH2:20][CH3:21])=[O:18].O.